This data is from Drug-target binding data from BindingDB using Kd measurements. The task is: Regression. Given a target protein amino acid sequence and a drug SMILES string, predict the binding affinity score between them. We predict pKd (pKd = -log10(Kd in M); higher means stronger binding). Dataset: bindingdb_kd. (1) The small molecule is CC1=NN(C(=O)c2ccc(N)cc2)C(=O)C1/N=N/c1ccc(S(=O)(=O)Nc2ncccn2)cc1. The target protein sequence is MASPPESDGFSDVRKVGYLRKPKSMHKRFFVLRAASEAGGPARLEYYENEKKWRHKSSAPKRSIPLESCFNINKRADSKNKHLVALYTRDEHFAIAADSEAEQDSWYQALLQLHNRAKGHHDGAAALGAGGGGGSCSGSSGLGEAGEDLSYGDVPPGPAFKEVWQVILKPKGLGQTKNLIGIYRLCLTSKTISFVKLNSEAAAVVLQLMNIRRCGHSENFFFIEVGRSAVTGPGEFWMQVDDSVVAQNMHETILEAMRAMSDEF. The pKd is 6.8. (2) The compound is CCn1c(-c2nonc2N)nc2c(C#CC(C)(C)O)ncc(OC[C@H]3CCCNC3)c21. The target protein (Q86YV6) has sequence MLKVKRLEEFNTCYNSNQLEKMAFFQCREEVEKVKCFLEKNSGDQDSRSGHNEAKEVWSNADLTERMPVKSKRTSALAVDIPAPPAPFDHRIVTAKQGAVNSFYTVSKTEILGGGRFGQVHKCEETATGLKLAAKIIKTRGMKDKEEVKNEISVMNQLDHANLIQLYDAFESKNDIVLVMEYVDGGELFDRIIDESYNLTELDTILFMKQICEGIRHMHQMYILHLDLKPENILCVNRDAKQIKIIDFGLARRYKPREKLKVNFGTPEFLAPEVVNYDFVSFPTDMWSVGVIAYMLLSGLSPFLGDNDAETLNNILACRWDLEDEEFQDISEEAKEFISKLLIKEKSWRISASEALKHPWLSDHKLHSRLNAQKKKNRGSDAQDFVTK. The pKd is 5.0. (3) The small molecule is NC(=O)Nc1cccc(C(F)(F)F)c1. The target protein (P07445) has sequence MNLPTAQEVQGLMARYIELVDVGDIEAIVQMYADDATVEDPFGQPPIHGREQIAAFYRQGLGGGKVRACLTGPVRASHNGCGAMPFRVEMVWNGQPCALDVIDVMRFDEHGRIQTMQAYWSEVNLSVREPQ. The pKd is 4.3. (4) The pKd is 5.7. The target protein (P04608) has sequence MEPVDPRLEPWKHPGSQPKTACTNCYCKKCCFHCQVCFITKALGISYGRKKRRQRRRAHQNSQTHQASLSKQPTSQPRGDPTGPKE. The compound is N=C(N)NCCC[C@H](N)COC(=O)N(CCCCN)CC(=O)N[C@H](CCCCN)COC(N)=O. (5) The pKd is 5.0. The target protein (Q6DT37) has sequence MERRLRALEQLARGEAGGCPGLDGLLDLLLALHHELSSGPLRRERSVAQFLSWASPFVSKVKELRLQRDDFEILKVIGRGAFGEVTVVRQRDTGQIFAMKMLHKWEMLKRAETACFREERDVLVKGDSRWVTTLHYAFQDEEYLYLVMDYYAGGDLLTLLSRFEDRLPPELAQFYLAEMVLAIHSLHQLGYVHRDVKPDNVLLDVNGHIRLADFGSCLRLNTNGMVDSSVAVGTPDYISPEILQAMEEGKGHYGPQCDWWSLGVCAYELLFGETPFYAESLVETYGKIMNHEDHLQFPPDVPDVPASAQDLIRQLLCRQEERLGRGGLDDFRNHPFFEGVDWERLASSTAPYIPELRGPMDTSNFDVDDDTLNHPGTLPPPSHGAFSGHHLPFVGFTYTSGSHSPESSSEAWAALERKLQCLEQEKVELSRKHQEALHAPTDHRELEQLRKEVQTLRDRLPEMLRDKASLSQTDGPPAGSPGQDSDLRQELDRLHRELAE.... The small molecule is O=C(NOCC1CC1)c1ccc(F)c(F)c1Nc1ccc(I)cc1Cl.